From a dataset of Reaction yield outcomes from USPTO patents with 853,638 reactions. Predict the reaction yield, written as a fraction of the theoretical maximum amount of product (1.0 means a 100% yield; for example, 0.34 means a 34% yield). The reactants are [CH2:1]([C:5]1[CH:6]=[CH:7][C:8]2[O:12][C:11]([C:13]3[CH:20]=[CH:19][C:16]([CH:17]=O)=[CH:15][CH:14]=3)=[CH:10][C:9]=2[CH:21]=1)[CH:2]([CH3:4])[CH3:3].C(O)(=O)C.[NH:26]1[CH2:31][CH2:30][CH:29]([C:32]([OH:34])=[O:33])[CH2:28][CH2:27]1.C([BH3-])#N.[Na+]. The catalyst is C(Cl)Cl.CO.CS(C)=O. The product is [CH2:1]([C:5]1[CH:6]=[CH:7][C:8]2[O:12][C:11]([C:13]3[CH:14]=[CH:15][C:16]([CH2:17][N:26]4[CH2:31][CH2:30][CH:29]([C:32]([OH:34])=[O:33])[CH2:28][CH2:27]4)=[CH:19][CH:20]=3)=[CH:10][C:9]=2[CH:21]=1)[CH:2]([CH3:4])[CH3:3]. The yield is 0.550.